Dataset: Forward reaction prediction with 1.9M reactions from USPTO patents (1976-2016). Task: Predict the product of the given reaction. (1) Given the reactants [Cl:1][C:2]1[C:7]([CH:8]([CH3:11])[CH:9]=O)=[CH:6][C:5]([C:12]#[N:13])=[CH:4][C:3]=1[NH:14][C:15]1[N:20]=[C:19]([N:21]([CH:31]2[CH2:33][CH2:32]2)CC2C=CC(OC)=CC=2)[C:18]2=[N:34][CH:35]=[C:36]([C:37]#[N:38])[N:17]2[N:16]=1.[NH:39]1[CH2:42][CH:41]([OH:43])[CH2:40]1.CC(O)=O.C([BH3-])#N.[Na+], predict the reaction product. The product is: [Cl:1][C:2]1[C:7]([CH:8]([CH3:11])[CH2:9][N:39]2[CH2:42][CH:41]([OH:43])[CH2:40]2)=[CH:6][C:5]([C:12]#[N:13])=[CH:4][C:3]=1[NH:14][C:15]1[N:20]=[C:19]([NH:21][CH:31]2[CH2:32][CH2:33]2)[C:18]2=[N:34][CH:35]=[C:36]([C:37]#[N:38])[N:17]2[N:16]=1. (2) Given the reactants [CH3:1][CH:2]([NH2:9])[C:3]1[CH:8]=[CH:7][CH:6]=[CH:5][CH:4]=1.[CH2:10]([O:12][C:13]([N:15]1[CH2:20][CH2:19][C:18](=O)[CH:17]([O:22][CH2:23][CH:24]2[CH2:26][CH2:25]2)[CH2:16]1)=[O:14])[CH3:11].C(O[BH-](OC(=O)C)OC(=O)C)(=O)C.[Na+], predict the reaction product. The product is: [CH2:10]([O:12][C:13]([N:15]1[CH2:20][CH2:19][C@H:18]([NH:9][CH:2]([C:3]2[CH:8]=[CH:7][CH:6]=[CH:5][CH:4]=2)[CH3:1])[C@H:17]([O:22][CH2:23][CH:24]2[CH2:25][CH2:26]2)[CH2:16]1)=[O:14])[CH3:11].